From a dataset of Forward reaction prediction with 1.9M reactions from USPTO patents (1976-2016). Predict the product of the given reaction. (1) Given the reactants Br[C:2]1[CH:3]=[C:4]([CH:7]=[CH:8][CH:9]=1)[CH:5]=[O:6].C([O-])([O-])=O.[Na+].[Na+].[N+:16]([C:19]1[CH:24]=[CH:23][C:22](B(O)O)=[CH:21][CH:20]=1)([O-:18])=[O:17], predict the reaction product. The product is: [N+:16]([C:19]1[CH:24]=[CH:23][C:22]([C:2]2[CH:9]=[CH:8][CH:7]=[C:4]([CH:5]=[O:6])[CH:3]=2)=[CH:21][CH:20]=1)([O-:18])=[O:17]. (2) Given the reactants [CH2:1]([NH:3][C:4]1[C:9]2[C:10]([C:22]3[CH:27]=[CH:26][N:25]=[CH:24][N:23]=3)=[N:11][N:12](CC3C=CC(OC)=CC=3)[C:8]=2[CH:7]=[CH:6][N:5]=1)[CH3:2].ClC1N=CN=C(C2C3C(NC(C)C)=NC=CC=3N(C(C3C=CC=CC=3)(C3C=CC=CC=3)C3C=CC=CC=3)N=2)C=1.[NH4+].[OH-], predict the reaction product. The product is: [CH2:1]([NH:3][C:4]1[C:9]2[C:10]([C:22]3[CH:27]=[CH:26][N:25]=[CH:24][N:23]=3)=[N:11][NH:12][C:8]=2[CH:7]=[CH:6][N:5]=1)[CH3:2]. (3) Given the reactants Cl[C:2]1[C:3]2[CH2:16][CH2:15][N:14]([C:17]3[CH:18]=[N:19][CH:20]=[CH:21][CH:22]=3)[C:4]=2[N:5]=[C:6]([N:8]2[CH2:13][CH2:12][O:11][CH2:10][CH2:9]2)[N:7]=1.CC1(C)C(C)(C)OB([C:31]2[CH:38]=[CH:37][C:34]([C:35]#[N:36])=[CH:33][CH:32]=2)O1.B(O)O, predict the reaction product. The product is: [N:8]1([C:6]2[N:7]=[C:2]([C:31]3[CH:38]=[CH:37][C:34]([C:35]#[N:36])=[CH:33][CH:32]=3)[C:3]3[CH2:16][CH2:15][N:14]([C:17]4[CH:18]=[N:19][CH:20]=[CH:21][CH:22]=4)[C:4]=3[N:5]=2)[CH2:13][CH2:12][O:11][CH2:10][CH2:9]1. (4) Given the reactants Cl[C:2]1[C:11]2[C:6](=[CH:7][C:8]([CH2:12][OH:13])=[CH:9][CH:10]=2)[N:5]=[C:4]([CH3:14])[CH:3]=1.[NH:15]1[CH2:19][CH2:18][CH2:17][CH2:16]1, predict the reaction product. The product is: [CH3:14][C:4]1[CH:3]=[C:2]([N:15]2[CH2:19][CH2:18][CH2:17][CH2:16]2)[C:11]2[C:6](=[CH:7][C:8]([CH2:12][OH:13])=[CH:9][CH:10]=2)[N:5]=1. (5) Given the reactants [CH3:1][C:2]1[CH:11]=[CH:10][C:5]([C:6]([O:8]C)=[O:7])=[CH:4][C:3]=1[C:12]1[NH:16][C:15]([CH:17]2[CH2:22][CH2:21][O:20][CH2:19][CH2:18]2)=[N:14][C:13]=1[C:23]([F:26])([F:25])[F:24], predict the reaction product. The product is: [CH3:1][C:2]1[CH:11]=[CH:10][C:5]([C:6]([OH:8])=[O:7])=[CH:4][C:3]=1[C:12]1[NH:16][C:15]([CH:17]2[CH2:18][CH2:19][O:20][CH2:21][CH2:22]2)=[N:14][C:13]=1[C:23]([F:25])([F:24])[F:26]. (6) Given the reactants CN(C1C=CC=CN=1)C.[CH3:10][N:11]1[C:20]2[C:19]3=[N:21][N:22]=[C:23]([C:24]4[CH:29]=[CH:28][CH:27]=[C:26]([O:30][C:31]([F:34])([F:33])[F:32])[CH:25]=4)[N:18]3[N:17]=[C:16]([NH:35][CH2:36][CH2:37][N:38]3[CH2:43][CH2:42][NH:41][CH2:40][CH2:39]3)[C:15]=2[O:14][CH2:13][CH2:12]1.[C:44](OC(=O)C)(=[O:46])[CH3:45], predict the reaction product. The product is: [CH3:10][N:11]1[C:20]2[C:19]3=[N:21][N:22]=[C:23]([C:24]4[CH:29]=[CH:28][CH:27]=[C:26]([O:30][C:31]([F:32])([F:34])[F:33])[CH:25]=4)[N:18]3[N:17]=[C:16]([NH:35][CH2:36][CH2:37][N:38]3[CH2:39][CH2:40][N:41]([C:44](=[O:46])[CH3:45])[CH2:42][CH2:43]3)[C:15]=2[O:14][CH2:13][CH2:12]1.